Dataset: Catalyst prediction with 721,799 reactions and 888 catalyst types from USPTO. Task: Predict which catalyst facilitates the given reaction. Reactant: C([O:4][C:5](=[O:33])[C@@:6]([NH:15][C:16]([O:18][CH2:19][CH:20]1[C:32]2[CH:31]=[CH:30][CH:29]=[CH:28][C:27]=2[C:26]2[C:21]1=[CH:22][CH:23]=[CH:24][CH:25]=2)=[O:17])([CH3:14])[C@@H:7]([O:9][C:10]([CH3:13])([CH3:12])[CH3:11])[CH3:8])C=C. Product: [C:10]([O:9][C@@H:7]([CH3:8])[C@:6]([NH:15][C:16]([O:18][CH2:19][CH:20]1[C:21]2[CH:22]=[CH:23][CH:24]=[CH:25][C:26]=2[C:27]2[C:32]1=[CH:31][CH:30]=[CH:29][CH:28]=2)=[O:17])([CH3:14])[C:5]([OH:33])=[O:4])([CH3:11])([CH3:12])[CH3:13]. The catalyst class is: 4.